This data is from Catalyst prediction with 721,799 reactions and 888 catalyst types from USPTO. The task is: Predict which catalyst facilitates the given reaction. (1) Reactant: [CH3:1][O:2][C:3]1[C:4](=[O:27])[N:5]([CH3:26])[N:6]=[C:7]([N+:23]([O-])=O)[C:8]=1[C:9]1[CH:14]=[CH:13][C:12]([C:15]([F:18])([F:17])[F:16])=[CH:11][C:10]=1[S:19]([CH3:22])(=[O:21])=[O:20].C(O)C.C([O-])=O.[NH4+]. Product: [NH2:23][C:7]1[C:8]([C:9]2[CH:14]=[CH:13][C:12]([C:15]([F:16])([F:17])[F:18])=[CH:11][C:10]=2[S:19]([CH3:22])(=[O:21])=[O:20])=[C:3]([O:2][CH3:1])[C:4](=[O:27])[N:5]([CH3:26])[N:6]=1. The catalyst class is: 723. (2) Product: [C:5]([N:8]1[C:17]2[C:12](=[CH:13][C:14]([NH:18][C:33]([NH:32][C:28]([CH3:31])([CH3:30])[CH3:29])=[S:34])=[CH:15][CH:16]=2)[C:11]([C:20]2[CH:25]=[CH:24][CH:23]=[CH:22][CH:21]=2)([CH3:19])[CH2:10][C:9]1([CH3:27])[CH3:26])(=[O:7])[CH3:6]. Reactant: NC(N)=S.[C:5]([N:8]1[C:17]2[C:12](=[CH:13][C:14]([NH2:18])=[CH:15][CH:16]=2)[C:11]([C:20]2[CH:25]=[CH:24][CH:23]=[CH:22][CH:21]=2)([CH3:19])[CH2:10][C:9]1([CH3:27])[CH3:26])(=[O:7])[CH3:6].[C:28]([N:32]=[C:33]=[S:34])([CH3:31])([CH3:30])[CH3:29].C(N(CC)C(C)C)(C)C. The catalyst class is: 7. (3) Reactant: O.[C:2]1([CH3:12])[CH:7]=CC(S(O)(=O)=O)=C[CH:3]=1.[CH:13]([O:16][C:17]1[C:18]([O:38][CH3:39])=[CH:19][C:20]([N+:35]([O-:37])=[O:36])=[C:21]([CH:34]=1)[C:22]([C:24]1[NH:28][N:27]=[N:26][C:25]=1[C:29]([O:31][CH2:32][CH3:33])=[O:30])=[O:23])([CH3:15])[CH3:14].C(N1C=CN=C1)(N1C=CN=C1)=O.[CH2:52]([O:54][CH2:55][CH:56]([OH:61])[CH2:57][O:58][CH2:59][CH3:60])[CH3:53].FC(F)(F)[C:64]([OH:66])=[O:65].Cl. Product: [CH2:52]([O:54][CH2:55][CH:56]([O:61][C:64]([O:66][CH:7]([N:27]1[N:26]=[C:25]([C:29]([O:31][CH2:32][CH3:33])=[O:30])[C:24]([C:22](=[O:23])[C:21]2[CH:34]=[C:17]([O:16][CH:13]([CH3:15])[CH3:14])[C:18]([O:38][CH3:39])=[CH:19][C:20]=2[N+:35]([O-:37])=[O:36])=[N:28]1)[CH:2]([CH3:3])[CH3:12])=[O:65])[CH2:57][O:58][CH2:59][CH3:60])[CH3:53]. The catalyst class is: 2.